This data is from NCI-60 drug combinations with 297,098 pairs across 59 cell lines. The task is: Regression. Given two drug SMILES strings and cell line genomic features, predict the synergy score measuring deviation from expected non-interaction effect. (1) Drug 1: CS(=O)(=O)CCNCC1=CC=C(O1)C2=CC3=C(C=C2)N=CN=C3NC4=CC(=C(C=C4)OCC5=CC(=CC=C5)F)Cl. Drug 2: CC1C(C(CC(O1)OC2CC(CC3=C2C(=C4C(=C3O)C(=O)C5=C(C4=O)C(=CC=C5)OC)O)(C(=O)CO)O)N)O.Cl. Cell line: ACHN. Synergy scores: CSS=45.0, Synergy_ZIP=5.54, Synergy_Bliss=5.90, Synergy_Loewe=-2.06, Synergy_HSA=6.94. (2) Drug 1: C1CNP(=O)(OC1)N(CCCl)CCCl. Drug 2: C1C(C(OC1N2C=NC(=NC2=O)N)CO)O. Cell line: A498. Synergy scores: CSS=-11.4, Synergy_ZIP=6.54, Synergy_Bliss=0.109, Synergy_Loewe=-18.9, Synergy_HSA=-13.9. (3) Drug 1: C1CN1P(=S)(N2CC2)N3CC3. Drug 2: C1=CN(C=N1)CC(O)(P(=O)(O)O)P(=O)(O)O. Cell line: TK-10. Synergy scores: CSS=0.101, Synergy_ZIP=-1.48, Synergy_Bliss=-1.17, Synergy_Loewe=-2.23, Synergy_HSA=-1.75. (4) Drug 1: CC1C(C(CC(O1)OC2CC(CC3=C2C(=C4C(=C3O)C(=O)C5=C(C4=O)C(=CC=C5)OC)O)(C(=O)C)O)N)O.Cl. Drug 2: CCC1(CC2CC(C3=C(CCN(C2)C1)C4=CC=CC=C4N3)(C5=C(C=C6C(=C5)C78CCN9C7C(C=CC9)(C(C(C8N6C)(C(=O)OC)O)OC(=O)C)CC)OC)C(=O)OC)O.OS(=O)(=O)O. Cell line: SW-620. Synergy scores: CSS=55.9, Synergy_ZIP=-0.297, Synergy_Bliss=-0.271, Synergy_Loewe=0.345, Synergy_HSA=1.32. (5) Drug 1: COC1=C(C=C2C(=C1)N=CN=C2NC3=CC(=C(C=C3)F)Cl)OCCCN4CCOCC4. Drug 2: CCCCCOC(=O)NC1=NC(=O)N(C=C1F)C2C(C(C(O2)C)O)O. Cell line: MDA-MB-231. Synergy scores: CSS=13.6, Synergy_ZIP=-3.72, Synergy_Bliss=-2.44, Synergy_Loewe=-30.8, Synergy_HSA=-0.268. (6) Drug 1: COC1=C(C=C2C(=C1)N=CN=C2NC3=CC(=C(C=C3)F)Cl)OCCCN4CCOCC4. Drug 2: CC1C(C(CC(O1)OC2CC(CC3=C2C(=C4C(=C3O)C(=O)C5=CC=CC=C5C4=O)O)(C(=O)C)O)N)O. Cell line: MCF7. Synergy scores: CSS=32.2, Synergy_ZIP=0.939, Synergy_Bliss=0.870, Synergy_Loewe=-14.1, Synergy_HSA=2.37. (7) Drug 1: CC(C1=C(C=CC(=C1Cl)F)Cl)OC2=C(N=CC(=C2)C3=CN(N=C3)C4CCNCC4)N. Drug 2: CCCS(=O)(=O)NC1=C(C(=C(C=C1)F)C(=O)C2=CNC3=C2C=C(C=N3)C4=CC=C(C=C4)Cl)F. Cell line: MALME-3M. Synergy scores: CSS=64.0, Synergy_ZIP=6.76, Synergy_Bliss=3.69, Synergy_Loewe=-5.34, Synergy_HSA=4.19. (8) Drug 1: C1=CC(=CC=C1CCC2=CNC3=C2C(=O)NC(=N3)N)C(=O)NC(CCC(=O)O)C(=O)O. Drug 2: CC(C)(C#N)C1=CC(=CC(=C1)CN2C=NC=N2)C(C)(C)C#N. Cell line: TK-10. Synergy scores: CSS=41.5, Synergy_ZIP=0.122, Synergy_Bliss=-1.51, Synergy_Loewe=-3.07, Synergy_HSA=-0.995. (9) Drug 1: CC1=C(C=C(C=C1)NC(=O)C2=CC=C(C=C2)CN3CCN(CC3)C)NC4=NC=CC(=N4)C5=CN=CC=C5. Drug 2: C1CC(=O)NC(=O)C1N2C(=O)C3=CC=CC=C3C2=O. Cell line: SN12C. Synergy scores: CSS=-8.35, Synergy_ZIP=4.42, Synergy_Bliss=0.277, Synergy_Loewe=-6.28, Synergy_HSA=-7.79.